From a dataset of Catalyst prediction with 721,799 reactions and 888 catalyst types from USPTO. Predict which catalyst facilitates the given reaction. (1) Reactant: [CH3:1][C:2]1[O:6][N:5]=[C:4]([NH:7][S:8]([C:11]2[CH:12]=[CH:13][C:14]([NH2:17])=[CH:15][CH:16]=2)(=[O:10])=[O:9])[CH:3]=1.[N+:18]([O-:21])([OH:20])=[O:19]. Product: [CH3:1][C:2]1[O:6][N:5]=[C:4]([NH:7][S:8]([C:11]2[CH:16]=[CH:15][C:14]([NH2:17])=[CH:13][CH:12]=2)(=[O:10])=[O:9])[CH:3]=1.[N+:18]([O-:21])([O-:20])=[O:19]. The catalyst class is: 449. (2) Reactant: [NH2:1][C:2]1[CH:3]=[CH:4][C:5]([CH3:12])=[C:6]([NH:8][C:9](=[O:11])C)[CH:7]=1.[H-].[Na+].ClC1O[C:18]([C:21]2[CH:28]=[CH:27][C:24]([C:25]#[N:26])=[CH:23][CH:22]=2)=[CH:19][N:20]=1. Product: [NH2:1][C:2]1[CH:3]=[CH:4][C:5]([CH3:12])=[C:6]([NH:8][C:9]2[O:11][C:18]([C:21]3[CH:28]=[CH:27][C:24]([C:25]#[N:26])=[CH:23][CH:22]=3)=[CH:19][N:20]=2)[CH:7]=1. The catalyst class is: 3. (3) Reactant: [CH3:1][O:2][C:3]1[CH:4]=[C:5]2[C:10](=[CH:11][C:12]=1[O:13][CH2:14][CH:15]1[CH2:17][O:16]1)[N:9]=[CH:8][CH:7]=[C:6]2[O:18][C:19]1[C:20]([CH3:29])=[N:21][C:22]2[C:27]([CH:28]=1)=[CH:26][CH:25]=[CH:24][CH:23]=2.FC(F)(F)C(O)=[O:33].[OH-].[Na+]. Product: [CH3:1][O:2][C:3]1[CH:4]=[C:5]2[C:10](=[CH:11][C:12]=1[O:13][CH2:14][CH:15]([OH:16])[CH2:17][OH:33])[N:9]=[CH:8][CH:7]=[C:6]2[O:18][C:19]1[C:20]([CH3:29])=[N:21][C:22]2[C:27]([CH:28]=1)=[CH:26][CH:25]=[CH:24][CH:23]=2. The catalyst class is: 4. (4) Reactant: [CH3:1][C:2]([O:5][C:6]([NH:8][C@H:9]([CH2:13][CH3:14])[C:10]([OH:12])=O)=[O:7])([CH3:4])[CH3:3].CCN(C(C)C)C(C)C.CN(C(ON1N=NC2C=CC=NC1=2)=[N+](C)C)C.F[P-](F)(F)(F)(F)F.[CH3:48][CH:49]1[C:53]2[C:54]([O:58][C:59]3[N:64]=[CH:63][C:62]([NH2:65])=[CH:61][CH:60]=3)=[CH:55][CH:56]=[CH:57][C:52]=2[CH2:51][O:50]1. Product: [CH3:48][CH:49]1[C:53]2[C:54]([O:58][C:59]3[N:64]=[CH:63][C:62]([NH:65][C:10]([C@H:9]([NH:8][C:6](=[O:7])[O:5][C:2]([CH3:1])([CH3:3])[CH3:4])[CH2:13][CH3:14])=[O:12])=[CH:61][CH:60]=3)=[CH:55][CH:56]=[CH:57][C:52]=2[CH2:51][O:50]1. The catalyst class is: 9. (5) Reactant: [CH3:1][O:2][C:3]([O:5][CH3:6])=[CH2:4].[C:7]([O:12][CH2:13][CH3:14])(=[O:11])[CH:8]=[C:9]=[CH2:10]. Product: [CH2:13]([O:12][C:7](=[O:11])[CH:8]=[C:9]1[CH2:10][C:3]([O:5][CH3:6])([O:2][CH3:1])[CH2:4]1)[CH3:14]. The catalyst class is: 11. (6) Reactant: [CH3:1][C:2]1([CH3:15])[C:6]([CH3:14])([CH2:7][O:8][C:9](=[O:13])[C:10]([CH3:12])=[CH2:11])[O:5][C:3]1=[O:4].B(F)(F)F.COC1C=CC(O)=CC=1. Product: [CH3:12][C:10]1([CH3:11])[C:6]([CH3:14])([O:5][C:3](=[O:4])[C:2]([CH3:1])=[CH2:15])[CH2:7][O:8][C:9]1=[O:13]. The catalyst class is: 13.